From a dataset of Full USPTO retrosynthesis dataset with 1.9M reactions from patents (1976-2016). Predict the reactants needed to synthesize the given product. Given the product [Cl:1][C:2]1[CH:7]=[C:6]2[NH:8][C:9](=[O:32])[C:10]3([CH:15]([C:16]4[CH:21]=[CH:20][CH:19]=[C:18]([Cl:22])[CH:17]=4)[CH2:14][CH2:13][NH:12][CH:11]3[C:24]3[CH:29]=[CH:28][CH:27]=[C:26]([O:30][CH3:31])[CH:25]=3)[C:5]2=[CH:4][CH:3]=1, predict the reactants needed to synthesize it. The reactants are: [Cl:1][C:2]1[CH:7]=[C:6]2[NH:8][C:9](=[O:32])[C:10]3([CH:15]([C:16]4[CH:21]=[CH:20][CH:19]=[C:18]([Cl:22])[CH:17]=4)[CH2:14][C:13](=O)[NH:12][CH:11]3[C:24]3[CH:29]=[CH:28][CH:27]=[C:26]([O:30][CH3:31])[CH:25]=3)[C:5]2=[CH:4][CH:3]=1.[BH4-].[Na+].